Dataset: Catalyst prediction with 721,799 reactions and 888 catalyst types from USPTO. Task: Predict which catalyst facilitates the given reaction. (1) Reactant: [S:1]1[C:5]2[CH:6]=[CH:7][CH:8]=[CH:9][C:4]=2[N:3]=[C:2]1[NH:10]C(=O)OC(C)(C)C.Br[CH2:19][C:20]([O:22][CH2:23][CH3:24])=[O:21].C(=O)([O-])[O-].[K+].[K+]. Product: [NH:10]=[C:2]1[N:3]([CH2:19][C:20]([O:22][CH2:23][CH3:24])=[O:21])[C:4]2[CH:9]=[CH:8][CH:7]=[CH:6][C:5]=2[S:1]1. The catalyst class is: 9. (2) Product: [CH2:1]([O:8][C:9]1[CH:18]=[C:17]2[C:12]([C:13]([NH:30][CH2:31][C:32]([CH3:35])([OH:34])[CH3:33])=[C:14]([N+:19]([O-:21])=[O:20])[CH:15]=[N:16]2)=[CH:11][CH:10]=1)[C:2]1[CH:7]=[CH:6][CH:5]=[CH:4][CH:3]=1. The catalyst class is: 4. Reactant: [CH2:1]([O:8][C:9]1[CH:18]=[C:17]2[C:12]([C:13](Cl)=[C:14]([N+:19]([O-:21])=[O:20])[CH:15]=[N:16]2)=[CH:11][CH:10]=1)[C:2]1[CH:7]=[CH:6][CH:5]=[CH:4][CH:3]=1.C(N(CC)CC)C.[NH2:30][CH2:31][C:32]([CH3:35])([OH:34])[CH3:33]. (3) Reactant: [H-].[Na+].[CH2:3](Br)[CH2:4][CH2:5][CH3:6].[CH2:8]([O:12][CH2:13][CH2:14][O:15][CH2:16][CH2:17][OH:18])[CH2:9][CH2:10][CH3:11]. Product: [CH2:3]([O:18][CH2:17][CH2:16][O:15][CH2:14][CH2:13][O:12][CH2:8][CH2:9][CH2:10][CH3:11])[CH2:4][CH2:5][CH3:6]. The catalyst class is: 11. (4) Reactant: [Mg].II.Br[C:5]1[C:18]([O:19][CH3:20])=[CH:17][C:8]([CH2:9][O:10][CH:11]2[CH2:16][CH2:15][CH2:14][CH2:13][O:12]2)=[CH:7][C:6]=1[O:21][CH3:22].[B:23](OC(C)C)([O:28]C(C)C)[O:24]C(C)C.[Cl-].[NH4+]. The catalyst class is: 54. Product: [CH3:22][O:21][C:6]1[CH:7]=[C:8]([CH2:9][O:10][CH:11]2[CH2:16][CH2:15][CH2:14][CH2:13][O:12]2)[CH:17]=[C:18]([O:19][CH3:20])[C:5]=1[B:23]([OH:28])[OH:24]. (5) Reactant: C([Li])CCC.Br[C:7]1[CH:12]=[CH:11][CH:10]=[C:9]([Br:13])[CH:8]=1.[F:14][C:15]1[CH:20]=[CH:19][C:18]([C:21](=O)[CH3:22])=[CH:17][CH:16]=1. Product: [Br:13][C:9]1[CH:10]=[CH:11][CH:12]=[C:7]([C:21]([C:18]2[CH:19]=[CH:20][C:15]([F:14])=[CH:16][CH:17]=2)=[CH2:22])[CH:8]=1. The catalyst class is: 7. (6) Reactant: [N:1]([CH2:4][CH2:5][O:6][CH:7]1[CH2:22][CH:11]2[CH2:12][O:13][C:14]3[C:19]([C:10]2([S:23]([C:26]2[CH:31]=[CH:30][C:29]([Cl:32])=[CH:28][CH:27]=2)(=[O:25])=[O:24])[CH2:9][CH2:8]1)=[C:18]([F:20])[CH:17]=[CH:16][C:15]=3[F:21])=[N+]=[N-].C1C=CC(P(C2C=CC=CC=2)C2C=CC=CC=2)=CC=1. The catalyst class is: 20. Product: [Cl:32][C:29]1[CH:28]=[CH:27][C:26]([S:23]([C:10]23[CH2:9][CH2:8][CH:7]([O:6][CH2:5][CH2:4][NH2:1])[CH2:22][CH:11]2[CH2:12][O:13][C:14]2[C:19]3=[C:18]([F:20])[CH:17]=[CH:16][C:15]=2[F:21])(=[O:24])=[O:25])=[CH:31][CH:30]=1. (7) Reactant: C([O:3][C:4]([C:6]1([NH:15][C:16]([C:18]2[C:27]3[C:22](=[CH:23][CH:24]=[CH:25][CH:26]=3)[CH:21]=[N:20][CH:19]=2)=[O:17])[CH2:14][C:13]2[C:8](=[CH:9][CH:10]=[CH:11][CH:12]=2)[CH2:7]1)=[O:5])C.[OH-].[K+].O. Product: [CH:21]1[C:22]2[C:27](=[CH:26][CH:25]=[CH:24][CH:23]=2)[C:18]([C:16]([NH:15][C:6]2([C:4]([OH:5])=[O:3])[CH2:7][C:8]3[C:13](=[CH:12][CH:11]=[CH:10][CH:9]=3)[CH2:14]2)=[O:17])=[CH:19][N:20]=1. The catalyst class is: 14. (8) Reactant: [F:1][C:2]1[CH:7]=[C:6]([I:8])[CH:5]=[CH:4][C:3]=1[CH3:9].[Li+].CC([N-]C(C)C)C.[C:18](=[O:20])=[O:19]. Product: [F:1][C:2]1[C:3]([CH3:9])=[CH:4][CH:5]=[C:6]([I:8])[C:7]=1[C:18]([OH:20])=[O:19]. The catalyst class is: 1. (9) Reactant: [H-].[Na+].[C:3]([O:7][C:8]([N:10]([CH2:18][CH2:19][C:20]#[N:21])[CH2:11][CH2:12][C:13]([O:15]CC)=O)=[O:9])([CH3:6])([CH3:5])[CH3:4]. Product: [C:20]([CH:19]1[C:13](=[O:15])[CH2:12][CH2:11][N:10]([C:8]([O:7][C:3]([CH3:4])([CH3:5])[CH3:6])=[O:9])[CH2:18]1)#[N:21]. The catalyst class is: 11.